This data is from Forward reaction prediction with 1.9M reactions from USPTO patents (1976-2016). The task is: Predict the product of the given reaction. Given the reactants [F:1][C:2]1[CH:3]=[C:4]([CH:8]=[CH:9][C:10]2[CH:15]=[CH:14][C:13]([N+:16]([O-])=O)=[CH:12][CH:11]=2)[CH:5]=[CH:6][CH:7]=1, predict the reaction product. The product is: [F:1][C:2]1[CH:3]=[C:4]([CH:8]=[CH:9][C:10]2[CH:11]=[CH:12][C:13]([NH2:16])=[CH:14][CH:15]=2)[CH:5]=[CH:6][CH:7]=1.